From a dataset of Peptide-MHC class I binding affinity with 185,985 pairs from IEDB/IMGT. Regression. Given a peptide amino acid sequence and an MHC pseudo amino acid sequence, predict their binding affinity value. This is MHC class I binding data. (1) The peptide sequence is GIVCYNEEV. The MHC is HLA-B39:01 with pseudo-sequence HLA-B39:01. The binding affinity (normalized) is 0.0847. (2) The peptide sequence is YVFPVIFSK. The MHC is HLA-A68:01 with pseudo-sequence HLA-A68:01. The binding affinity (normalized) is 0.574. (3) The peptide sequence is SLENFRAYV. The MHC is HLA-A02:03 with pseudo-sequence HLA-A02:03. The binding affinity (normalized) is 0.544.